This data is from Blood-brain barrier permeability classification from the B3DB database. The task is: Regression/Classification. Given a drug SMILES string, predict its absorption, distribution, metabolism, or excretion properties. Task type varies by dataset: regression for continuous measurements (e.g., permeability, clearance, half-life) or binary classification for categorical outcomes (e.g., BBB penetration, CYP inhibition). Dataset: b3db_classification. (1) The drug is CC(O)C1([SiH3])CCCCO1. The result is 0 (does not penetrate BBB). (2) The molecule is CC(=O)O[C@H]1CC[C@]2(C)C3CC[C@@]4(C)C(CC[C@@H]4[C@H](C)CCCC(C)C)C3C[C@@H](Br)[C@@]2(Br)C1. The result is 1 (penetrates BBB). (3) The result is 1 (penetrates BBB). The compound is CN1c2cc(F)ccc2C(c2ccccc2)=NC[C@@H]1CNC(=O)c1ccoc1. (4) The drug is O[C@H](Cn1ccnc1)c1ccc(CCc2ccccc2)cc1. The result is 1 (penetrates BBB). (5) The molecule is CC1CC2C3CC(F)C4=CC(=O)C=CC4(C)C3(F)C(O)CC2(C)C1(O)C(=O)SCF. The result is 1 (penetrates BBB). (6) The molecule is O=c1[nH]c(=O)n(C2CCCO2)cc1F. The result is 0 (does not penetrate BBB). (7) The molecule is CO[C@H]1C[C@@H]2CC[C@@H](C)[C@@](O)(O2)C(=O)C(=O)N2CCCC[C@H]2C(=O)O[C@H]([C@H](C)C[C@@H]2CC[C@@H](O)[C@H](OC)C2)CC(=O)[C@H](C)/C=C(\C)[C@@H](O)[C@@H](OC)C(=O)[C@H](C)C[C@H](C)/C=C/C=C/C=C/1C. The result is 0 (does not penetrate BBB).